Dataset: Full USPTO retrosynthesis dataset with 1.9M reactions from patents (1976-2016). Task: Predict the reactants needed to synthesize the given product. (1) Given the product [CH3:30][C:14]1([CH2:13][CH:12]=[O:11])[O:19][CH2:18][CH2:17][N:16]([C:20]([O:22][CH2:23][C:24]2[CH:29]=[CH:28][CH:27]=[CH:26][CH:25]=2)=[O:21])[CH2:15]1, predict the reactants needed to synthesize it. The reactants are: C(Cl)(=O)C(Cl)=O.CS(C)=O.[OH:11][CH2:12][CH2:13][C:14]1([CH3:30])[O:19][CH2:18][CH2:17][N:16]([C:20]([O:22][CH2:23][C:24]2[CH:29]=[CH:28][CH:27]=[CH:26][CH:25]=2)=[O:21])[CH2:15]1.C(N(CC)CC)C. (2) Given the product [F:14][C:11]1[CH:12]=[CH:13][C:8]2[N:7]=[C:18]([C:19]3[CH:24]=[CH:23][CH:22]=[C:21]([C:25]4[CH:26]=[N:27][CH:28]=[CH:29][CH:30]=4)[CH:20]=3)[CH2:17][C:16](=[O:32])[NH:15][C:9]=2[CH:10]=1, predict the reactants needed to synthesize it. The reactants are: C(OC(=O)[NH:7][C:8]1[CH:13]=[CH:12][C:11]([F:14])=[CH:10][C:9]=1[NH:15][C:16](=[O:32])[CH2:17][C:18](=O)[C:19]1[CH:24]=[CH:23][CH:22]=[C:21]([C:25]2[CH:26]=[N:27][CH:28]=[CH:29][CH:30]=2)[CH:20]=1)(C)(C)C.C(O)(C(F)(F)F)=O. (3) Given the product [CH3:11][O:12][CH:13]([C:15]1[CH:20]=[C:19]([C:29]([OH:31])=[O:30])[CH:18]=[CH:17][C:16]=1[C:22]1[CH:27]=[CH:26][CH:25]=[CH:24][C:23]=1[CH3:28])[CH3:14], predict the reactants needed to synthesize it. The reactants are: C([Li])(C)(C)C.CCCCC.[CH3:11][O:12][CH:13]([C:15]1[CH:20]=[C:19](Br)[CH:18]=[CH:17][C:16]=1[C:22]1[CH:27]=[CH:26][CH:25]=[CH:24][C:23]=1[CH3:28])[CH3:14].[C:29](=[O:31])=[O:30]. (4) Given the product [CH3:35][O:34][C:32]([C:29]1[CH:28]=[CH:27][C:26]([O:5][CH2:6][C:7]2[CH:24]=[CH:23][C:10]3[CH2:11][CH2:12][N:13]([C:16]([O:18][C:19]([CH3:22])([CH3:21])[CH3:20])=[O:17])[CH2:14][CH2:15][C:9]=3[CH:8]=2)=[N:31][CH:30]=1)=[O:33], predict the reactants needed to synthesize it. The reactants are: CS([O:5][CH2:6][C:7]1[CH:24]=[CH:23][C:10]2[CH2:11][CH2:12][N:13]([C:16]([O:18][C:19]([CH3:22])([CH3:21])[CH3:20])=[O:17])[CH2:14][CH2:15][C:9]=2[CH:8]=1)(=O)=O.O[C:26]1[N:31]=[CH:30][C:29]([C:32]([O:34][CH3:35])=[O:33])=[CH:28][CH:27]=1.C(=O)([O-])[O-].[Cs+].[Cs+].O. (5) Given the product [Cl:14][C:10]1[CH:9]=[C:8]2[C:13](=[CH:12][CH:11]=1)[N:5]([CH2:4][C:3]1[CH:17]=[CH:18][CH:19]=[CH:20][C:2]=1[Cl:1])[C:6](=[O:16])[C:7]2([OH:15])[CH2:24][N+:21]([O-:23])=[O:22], predict the reactants needed to synthesize it. The reactants are: [Cl:1][C:2]1[CH:20]=[CH:19][CH:18]=[CH:17][C:3]=1[CH2:4][N:5]1[C:13]2[C:8](=[CH:9][C:10]([Cl:14])=[CH:11][CH:12]=2)[C:7](=[O:15])[C:6]1=[O:16].[N+:21]([CH3:24])([O-:23])=[O:22]. (6) The reactants are: [Cl:1][C:2]1[CH:3]=[C:4]([CH:7]=[CH:8][C:9]=1F)[CH:5]=[O:6].[CH3:11][S-:12].[Na+].O. Given the product [Cl:1][C:2]1[CH:3]=[C:4]([CH:7]=[CH:8][C:9]=1[S:12][CH3:11])[CH:5]=[O:6], predict the reactants needed to synthesize it. (7) Given the product [C:8]([N:13]1[CH2:18][CH2:17][CH2:16][C@@H:15]([NH:19][C:20]2[CH:25]=[CH:24][N:23]=[C:22]([C:26]3[N:30]4[CH:31]=[C:32]([C:35]#[N:36])[CH:33]=[CH:34][C:29]4=[N:28][CH:27]=3)[N:21]=2)[CH2:14]1)(=[O:11])[CH2:9][CH3:10], predict the reactants needed to synthesize it. The reactants are: C(N(CC)CC)C.[C:8](Cl)(=[O:11])[CH2:9][CH3:10].[NH:13]1[CH2:18][CH2:17][CH2:16][C@@H:15]([NH:19][C:20]2[CH:25]=[CH:24][N:23]=[C:22]([C:26]3[N:30]4[CH:31]=[C:32]([C:35]#[N:36])[CH:33]=[CH:34][C:29]4=[N:28][CH:27]=3)[N:21]=2)[CH2:14]1. (8) The reactants are: CN(C=O)C.[CH3:6][O:7][C:8]([CH2:10]P(OC)(OC)=O)=[O:9].[H-].[Na+].[CH2:19]1[O:29][C:22]2([CH2:27][CH2:26][C:25](=O)[CH2:24][CH2:23]2)[O:21][CH2:20]1. Given the product [CH3:6][O:7][C:8](=[O:9])[CH:10]=[C:25]1[CH2:26][CH2:27][C:22]2([O:29][CH2:19][CH2:20][O:21]2)[CH2:23][CH2:24]1, predict the reactants needed to synthesize it. (9) Given the product [NH2:25][CH:9]1[CH:8]([CH2:1][C:2]2[CH:7]=[CH:6][CH:5]=[CH:4][CH:3]=2)[C:17]2[CH:16]=[C:15]([CH2:18][NH:19][S:20]([CH2:23][CH3:24])(=[O:22])=[O:21])[CH:14]=[CH:13][C:12]=2[CH2:11][CH2:10]1, predict the reactants needed to synthesize it. The reactants are: [CH2:1]([CH:8]1[C:17]2[C:12](=[CH:13][CH:14]=[C:15]([CH2:18][NH:19][S:20]([CH2:23][CH3:24])(=[O:22])=[O:21])[CH:16]=2)[CH2:11][CH2:10][CH:9]1[NH:25]C(=O)OC(C)(C)C)[C:2]1[CH:7]=[CH:6][CH:5]=[CH:4][CH:3]=1.FC(F)(F)C(O)=O. (10) The reactants are: [CH:1]1[C:10]2[C:5](=[CH:6][CH:7]=[CH:8][CH:9]=2)[CH:4]=[CH:3][C:2]=1[S:11][CH2:12][CH:13]([C:18]1[CH:23]=[CH:22][CH:21]=[CH:20][CH:19]=1)[CH2:14][C:15]([OH:17])=[O:16].[OH:24]OS([O-])=O.[K+].[OH2:30]. Given the product [CH:1]1[C:10]2[C:5](=[CH:6][CH:7]=[CH:8][CH:9]=2)[CH:4]=[CH:3][C:2]=1[S:11]([CH2:12][CH:13]([C:18]1[CH:23]=[CH:22][CH:21]=[CH:20][CH:19]=1)[CH2:14][C:15]([OH:17])=[O:16])(=[O:24])=[O:30], predict the reactants needed to synthesize it.